Dataset: Cav3 T-type calcium channel HTS with 100,875 compounds. Task: Binary Classification. Given a drug SMILES string, predict its activity (active/inactive) in a high-throughput screening assay against a specified biological target. (1) The drug is S(Cc1ccc(OC)cc1)CC(=O)N\N=C\c1ccc(OCC(=O)N2CCCCC2)cc1. The result is 0 (inactive). (2) The molecule is Clc1c(CNc2cc(c(N3CCOCC3)cc2)C(OC)=O)c(F)ccc1. The result is 0 (inactive). (3) The molecule is S(=O)(=O)(N(CCOC)CCOC)c1ccc(cc1)C(=O)Nc1oc(nn1)CC. The result is 0 (inactive). (4) The compound is S(CCN1CCOCC1)c1n(c2c(n(c(=O)n(c2=O)C)C)n1)Cc1ccc(cc1)C. The result is 0 (inactive). (5) The compound is s1c(N2CCC(CC2)C(=O)NCCC=2CCCCC2)nnc1n1cccc1. The result is 0 (inactive).